This data is from Catalyst prediction with 721,799 reactions and 888 catalyst types from USPTO. The task is: Predict which catalyst facilitates the given reaction. (1) Reactant: [CH:1]1([N:4]2[CH2:9][C:8]3([CH2:14][CH2:13][N:12]([CH:15]([C:19]4[CH:24]=[CH:23][C:22]([C:25]5[CH:34]=[C:33]6[C:28]([CH:29]=[CH:30][CH:31]=[N:32]6)=[CH:27][CH:26]=5)=[CH:21][CH:20]=4)[C:16]([OH:18])=O)[CH2:11][CH2:10]3)[O:7][CH2:6][C:5]2=[O:35])[CH2:3][CH2:2]1.Cl.[CH3:37][N:38](C)CCCN=C=NCC.CN. Product: [CH:1]1([N:4]2[CH2:9][C:8]3([CH2:14][CH2:13][N:12]([CH:15]([C:19]4[CH:20]=[CH:21][C:22]([C:25]5[CH:34]=[C:33]6[C:28]([CH:29]=[CH:30][CH:31]=[N:32]6)=[CH:27][CH:26]=5)=[CH:23][CH:24]=4)[C:16]([NH:38][CH3:37])=[O:18])[CH2:11][CH2:10]3)[O:7][CH2:6][C:5]2=[O:35])[CH2:3][CH2:2]1. The catalyst class is: 112. (2) Reactant: Cl[C:2]1[N:7]=[C:6]([NH:8][CH:9]([CH2:13][C:14]([F:17])([F:16])[F:15])[C:10]([NH2:12])=[O:11])[CH:5]=[N:4][C:3]=1[C:18]#[N:19].[NH2:20][C:21]1[CH:22]=[C:23]2[C:28](=[CH:29][CH:30]=1)[N:27]=[CH:26][CH:25]=[CH:24]2.C([O-])([O-])=O.[K+].[K+].C1C=CC(P(C2C(C3C(P(C4C=CC=CC=4)C4C=CC=CC=4)=CC=C4C=3C=CC=C4)=C3C(C=CC=C3)=CC=2)C2C=CC=CC=2)=CC=1. Product: [C:18]([C:3]1[N:4]=[CH:5][C:6]([NH:8][CH:9]([CH2:13][C:14]([F:17])([F:16])[F:15])[C:10]([NH2:12])=[O:11])=[N:7][C:2]=1[NH:20][C:21]1[CH:22]=[C:23]2[C:28](=[CH:29][CH:30]=1)[N:27]=[CH:26][CH:25]=[CH:24]2)#[N:19]. The catalyst class is: 231. (3) Reactant: [F:1][C:2]1[CH:7]=[CH:6][CH:5]=[CH:4][C:3]=1[C:8]1[N:9]=[C:10]([CH2:28][N:29](C)[C:30](=O)OC(C)(C)C)[S:11][C:12]=1[S:13]([C:16]1[CH:21]=[CH:20][CH:19]=[C:18]([CH2:22][N:23]2[CH2:27][CH2:26][CH2:25][CH2:24]2)[CH:17]=1)(=[O:15])=[O:14].C(OCC)(=O)C.[ClH:44]. Product: [ClH:44].[ClH:44].[F:1][C:2]1[CH:7]=[CH:6][CH:5]=[CH:4][C:3]=1[C:8]1[N:9]=[C:10]([CH2:28][NH:29][CH3:30])[S:11][C:12]=1[S:13]([C:16]1[CH:21]=[CH:20][CH:19]=[C:18]([CH2:22][N:23]2[CH2:27][CH2:26][CH2:25][CH2:24]2)[CH:17]=1)(=[O:14])=[O:15]. The catalyst class is: 8. (4) Reactant: Cl.O[CH2:3][CH2:4][C:5](=[NH:9])OCC.[N:10]1[CH:15]=[CH:14][CH:13]=[CH:12][C:11]=1[C:16]#[N:17].[OH2:18].[NH2:19][NH2:20].N([O-])=O.[Na+].Cl. Product: [N:10]1[CH:15]=[CH:14][CH:13]=[CH:12][C:11]=1[C:16]1[N:17]=[N:9][C:5]([CH2:4][CH2:3][OH:18])=[N:20][N:19]=1. The catalyst class is: 6. (5) Reactant: C([O:3][C:4](=O)[CH2:5][CH2:6][N:7]1[C:11]2[CH:12]=[CH:13][CH:14]=[CH:15][C:10]=2[N:9]=[C:8]1[C:16]([N:18]([CH2:40][CH:41]([CH3:43])[CH3:42])[C@H:19]1[CH2:24][C@@H:23]([C:25]([N:27]2[CH2:32][CH2:31][O:30][CH2:29][CH2:28]2)=[O:26])[CH2:22][N:21]([C:33]([O:35][C:36]([CH3:39])([CH3:38])[CH3:37])=[O:34])[CH2:20]1)=[O:17])C.[OH-].[Na+].Cl. Product: [CH3:16][C:8]1[N:9]=[C:4]([CH2:5][CH2:6][N:7]2[C:11]3[CH:12]=[CH:13][CH:14]=[CH:15][C:10]=3[N:9]=[C:8]2[C:16]([N:18]([CH2:40][CH:41]([CH3:43])[CH3:42])[C@H:19]2[CH2:24][C@@H:23]([C:25]([N:27]3[CH2:32][CH2:31][O:30][CH2:29][CH2:28]3)=[O:26])[CH2:22][N:21]([C:33]([O:35][C:36]([CH3:37])([CH3:38])[CH3:39])=[O:34])[CH2:20]2)=[O:17])[O:3][N:7]=1. The catalyst class is: 8. (6) Reactant: C([O:8][C:9]1[CH:18]=[C:17]2[C:12]([C:13]([NH:19][C:20]3[CH:21]=[C:22]([NH:27][C:28](=[O:40])[C:29]4[CH:34]=[CH:33][CH:32]=[C:31]([C:35]([C:38]#[N:39])([CH3:37])[CH3:36])[CH:30]=4)[CH:23]=[CH:24][C:25]=3[CH3:26])=[N:14][CH:15]=[N:16]2)=[CH:11][CH:10]=1)C1C=CC=CC=1. Product: [C:38]([C:35]([CH3:37])([CH3:36])[C:31]1[CH:30]=[C:29]([CH:34]=[CH:33][CH:32]=1)[C:28]([NH:27][C:22]1[CH:23]=[CH:24][C:25]([CH3:26])=[C:20]([NH:19][C:13]2[C:12]3[C:17](=[CH:18][C:9]([OH:8])=[CH:10][CH:11]=3)[N:16]=[CH:15][N:14]=2)[CH:21]=1)=[O:40])#[N:39]. The catalyst class is: 19. (7) Reactant: [F:1][C:2]1[CH:7]=[CH:6][C:5]([N:8]2[CH:12]=[CH:11][C:10]([C:13]([O:15]CC)=[O:14])=[N:9]2)=[CH:4][CH:3]=1.[OH-].[Na+]. Product: [F:1][C:2]1[CH:3]=[CH:4][C:5]([N:8]2[CH:12]=[CH:11][C:10]([C:13]([OH:15])=[O:14])=[N:9]2)=[CH:6][CH:7]=1. The catalyst class is: 88. (8) Reactant: [NH2:1][C:2]1[CH:7]=[CH:6][C:5]([NH:8][C:9]2[CH:10]=[CH:11][C:12]([O:24][CH3:25])=[C:13]([C:15]3[CH:20]=[CH:19][CH:18]=[C:17]([C:21](=[O:23])[CH3:22])[CH:16]=3)[CH:14]=2)=[CH:4][CH:3]=1.C(O)(=O)C.[O-:30][C:31]#[N:32].[Na+]. Product: [C:21]([C:17]1[CH:16]=[C:15]([C:13]2[C:12]([O:24][CH3:25])=[CH:11][CH:10]=[C:9]([NH:8][C:5]3[CH:4]=[CH:3][C:2]([NH:1][C:31]([NH2:32])=[O:30])=[CH:7][CH:6]=3)[CH:14]=2)[CH:20]=[CH:19][CH:18]=1)(=[O:23])[CH3:22]. The catalyst class is: 6.